This data is from Forward reaction prediction with 1.9M reactions from USPTO patents (1976-2016). The task is: Predict the product of the given reaction. (1) Given the reactants [CH3:1][C:2]([C:4]1[CH:5]=[CH:6][C:7]([OH:10])=[CH:8][CH:9]=1)=[O:3].C([O-])([O-])=O.[K+].[K+].Br[CH2:18][CH2:19][CH2:20][CH2:21][CH3:22].O, predict the reaction product. The product is: [CH2:18]([O:10][C:7]1[CH:8]=[CH:9][C:4]([C:2](=[O:3])[CH3:1])=[CH:5][CH:6]=1)[CH2:19][CH2:20][CH2:21][CH3:22]. (2) Given the reactants OCCS(CCN[C@]12CC[C@@H](C(C)=C)[C@@H]1[C@@H]1[C@@](C)(CC2)[C@@]2(C)[C@@H]([C@]3(C)[C@@H](CC2)C(C)(C)C(C2C=CC(C(O)=O)=CC=2)=CC3)CC1)(=O)=O.[C:48]([O:52][C:53]([NH:55][CH2:56][CH2:57][CH2:58][NH:59][C@:60]12[CH2:95][CH2:94][C@@H:93]([C:96]([CH3:98])=[CH2:97])[C@@H:61]1[C@@H:62]1[C@@:75]([CH3:78])([CH2:76][CH2:77]2)[C@@:74]2([CH3:79])[C@@H:65]([C@:66]3([CH3:92])[C@@H:71]([CH2:72][CH2:73]2)[C:70]([CH3:81])([CH3:80])[C:69]([C:82]2[CH:91]=[CH:90][C:85]([C:86]([O:88]C)=[O:87])=[CH:84][CH:83]=2)=[CH:68][CH2:67]3)[CH2:64][CH2:63]1)=[O:54])([CH3:51])([CH3:50])[CH3:49], predict the reaction product. The product is: [C:48]([O:52][C:53]([NH:55][CH2:56][CH2:57][CH2:58][NH:59][C@:60]12[CH2:95][CH2:94][C@@H:93]([C:96]([CH3:98])=[CH2:97])[C@@H:61]1[C@@H:62]1[C@@:75]([CH3:78])([CH2:76][CH2:77]2)[C@@:74]2([CH3:79])[C@@H:65]([C@:66]3([CH3:92])[C@@H:71]([CH2:72][CH2:73]2)[C:70]([CH3:81])([CH3:80])[C:69]([C:82]2[CH:83]=[CH:84][C:85]([C:86]([OH:88])=[O:87])=[CH:90][CH:91]=2)=[CH:68][CH2:67]3)[CH2:64][CH2:63]1)=[O:54])([CH3:49])([CH3:50])[CH3:51]. (3) Given the reactants C([N:4]1[CH2:9][CH:8]2[CH:6]([C:7]2([C:11]2[CH:12]=[C:13]([NH:17][S:18]([CH3:21])(=[O:20])=[O:19])[CH:14]=[CH:15][CH:16]=2)[CH3:10])[CH2:5]1)C=C, predict the reaction product. The product is: [CH3:10][C:7]1([C:11]2[CH:12]=[C:13]([NH:17][S:18]([CH3:21])(=[O:20])=[O:19])[CH:14]=[CH:15][CH:16]=2)[CH:8]2[CH:6]1[CH2:5][NH:4][CH2:9]2. (4) Given the reactants C[O:2][C:3]([C:5]1([C:8]2[CH:13]=[CH:12][C:11]([C:14]3[CH:19]=[CH:18][C:17]([N:20]4[C:24]([NH:25][C:26]([O:28][C@@H:29]([C:31]5[CH:36]=[CH:35][CH:34]=[C:33]([C:37]([F:40])([F:39])[F:38])[CH:32]=5)[CH3:30])=[O:27])=[C:23]([CH3:41])[N:22]=[N:21]4)=[CH:16][CH:15]=3)=[CH:10][CH:9]=2)[CH2:7][CH2:6]1)=[O:4].C1COCC1.C(O)C.[OH-].[Na+], predict the reaction product. The product is: [CH3:41][C:23]1[N:22]=[N:21][N:20]([C:17]2[CH:18]=[CH:19][C:14]([C:11]3[CH:10]=[CH:9][C:8]([C:5]4([C:3]([OH:4])=[O:2])[CH2:7][CH2:6]4)=[CH:13][CH:12]=3)=[CH:15][CH:16]=2)[C:24]=1[NH:25][C:26]([O:28][C@@H:29]([C:31]1[CH:36]=[CH:35][CH:34]=[C:33]([C:37]([F:39])([F:38])[F:40])[CH:32]=1)[CH3:30])=[O:27]. (5) Given the reactants [NH2:1][C:2]1[CH:7]=[CH:6][C:5]([Cl:8])=[CH:4][C:3]=1[C:9]([C:11]1[CH:12]=[N:13][CH:14]=[CH:15][CH:16]=1)=[O:10].[CH:17]([O:20][C:21]1[CH:26]=[CH:25][C:24]([S:27](Cl)(=[O:29])=[O:28])=[CH:23][CH:22]=1)([CH3:19])[CH3:18], predict the reaction product. The product is: [Cl:8][C:5]1[CH:6]=[CH:7][C:2]([NH:1][S:27]([C:24]2[CH:23]=[CH:22][C:21]([O:20][CH:17]([CH3:19])[CH3:18])=[CH:26][CH:25]=2)(=[O:29])=[O:28])=[C:3]([C:9]([C:11]2[CH:12]=[N:13][CH:14]=[CH:15][CH:16]=2)=[O:10])[CH:4]=1. (6) Given the reactants [CH3:1][CH:2]([O:4][C:5]1[CH:6]=[CH:7][C:8]([CH:11]([OH:13])[CH3:12])=[N:9][CH:10]=1)[CH3:3].CC1(C)N([O])C(C)(C)CCC1.ClN1C(=O)N(Cl)C(=O)N(Cl)C1=O, predict the reaction product. The product is: [CH3:3][CH:2]([O:4][C:5]1[CH:6]=[CH:7][C:8]([C:11](=[O:13])[CH3:12])=[N:9][CH:10]=1)[CH3:1].